This data is from Full USPTO retrosynthesis dataset with 1.9M reactions from patents (1976-2016). The task is: Predict the reactants needed to synthesize the given product. (1) Given the product [ClH:24].[F:23][C:2]([F:1])([F:22])[C@@H:3]([O:21][C:32](=[O:33])[NH:31][C:28]1[CH:29]=[CH:30][C:25]([Cl:24])=[C:26]([F:34])[CH:27]=1)[CH2:4][N:5]1[CH2:10][CH2:9][O:8][C@@H:7]([C:11]2[CH:12]=[N:13][C:14]([C:17]([F:19])([F:20])[F:18])=[CH:15][CH:16]=2)[CH2:6]1, predict the reactants needed to synthesize it. The reactants are: [F:1][C:2]([F:23])([F:22])[C@@H:3]([OH:21])[CH2:4][N:5]1[CH2:10][CH2:9][O:8][CH:7]([C:11]2[CH:12]=[N:13][C:14]([C:17]([F:20])([F:19])[F:18])=[CH:15][CH:16]=2)[CH2:6]1.[Cl:24][C:25]1[CH:30]=[CH:29][C:28]([N:31]=[C:32]=[O:33])=[CH:27][C:26]=1[F:34]. (2) The reactants are: Cl[C:2]1[CH:3]=[C:4]([CH:9]=[CH:10][N:11]=1)[C:5]([O:7][CH3:8])=[O:6].[F:12][C:13]([F:24])([F:23])[C:14]1[CH:19]=[CH:18][C:17](B(O)O)=[CH:16][CH:15]=1.P([O-])([O-])([O-])=O.[K+].[K+].[K+]. Given the product [F:12][C:13]([F:24])([F:23])[C:14]1[CH:19]=[CH:18][C:17]([C:2]2[CH:3]=[C:4]([CH:9]=[CH:10][N:11]=2)[C:5]([O:7][CH3:8])=[O:6])=[CH:16][CH:15]=1, predict the reactants needed to synthesize it. (3) The reactants are: [CH3:1][C:2]1[CH:3]=[C:4]([CH:7]=[CH:8][C:9]=1[CH3:10])[CH2:5][NH2:6].[C:11](Cl)(Cl)=[O:12].CCN(C(C)C)C(C)C.[NH2:24][C:25]1[CH:34]=[CH:33][CH:32]=[C:31]2[C:26]=1[CH:27]=[C:28]([CH3:35])[N:29]=[CH:30]2. Given the product [CH3:1][C:2]1[CH:3]=[C:4]([CH:7]=[CH:8][C:9]=1[CH3:10])[CH2:5][NH:6][C:11]([NH:24][C:25]1[CH:34]=[CH:33][CH:32]=[C:31]2[C:26]=1[CH:27]=[C:28]([CH3:35])[N:29]=[CH:30]2)=[O:12], predict the reactants needed to synthesize it. (4) Given the product [CH2:3]([O:5][C:6]([C:8]1[C:9](=[O:21])[N:10]([CH2:23][CH2:24][CH:25]([CH3:27])[CH3:26])[N:11]=[C:12]([CH:15]2[CH2:16][CH2:17][CH2:18][CH2:19][CH2:20]2)[C:13]=1[OH:14])=[O:7])[CH3:4], predict the reactants needed to synthesize it. The reactants are: [H-].[Na+].[CH2:3]([O:5][C:6]([C:8]1[C:9](=[O:21])[NH:10][N:11]=[C:12]([CH:15]2[CH2:20][CH2:19][CH2:18][CH2:17][CH2:16]2)[C:13]=1[OH:14])=[O:7])[CH3:4].Br[CH2:23][CH2:24][CH:25]([CH3:27])[CH3:26].